This data is from Full USPTO retrosynthesis dataset with 1.9M reactions from patents (1976-2016). The task is: Predict the reactants needed to synthesize the given product. The reactants are: [NH2:1][C:2]1[C:3]([F:21])=[C:4]([C:9]([C:11]2[CH:12]=[C:13]3[C:18](=[CH:19][CH:20]=2)[N:17]=[CH:16][CH:15]=[N:14]3)=[O:10])[C:5]([F:8])=[CH:6][CH:7]=1.[F:22][C:23]1[CH:28]=[CH:27][CH:26]=[C:25]([N:29]=[C:30]=[O:31])[CH:24]=1. Given the product [F:21][C:3]1[C:4]([C:9]([C:11]2[CH:12]=[C:13]3[C:18](=[CH:19][CH:20]=2)[N:17]=[CH:16][CH:15]=[N:14]3)=[O:10])=[C:5]([F:8])[CH:6]=[CH:7][C:2]=1[NH:1][C:30]([NH:29][C:25]1[CH:26]=[CH:27][CH:28]=[C:23]([F:22])[CH:24]=1)=[O:31], predict the reactants needed to synthesize it.